From a dataset of Forward reaction prediction with 1.9M reactions from USPTO patents (1976-2016). Predict the product of the given reaction. (1) Given the reactants [F:1][C:2]1[CH:3]=[C:4]([S:9]([N:12]2[CH2:17][CH2:16][C:15]3=[N:18][NH:19][C:20]([NH:21][C:22](=[O:27])[C:23]([F:26])([F:25])[F:24])=[C:14]3[CH2:13]2)(=[O:11])=[O:10])[CH:5]=[C:6]([F:8])[CH:7]=1.C(N(CC)CC)C.[C:35](Cl)([C:48]1[CH:53]=[CH:52][CH:51]=[CH:50][CH:49]=1)([C:42]1[CH:47]=[CH:46][CH:45]=[CH:44][CH:43]=1)[C:36]1[CH:41]=[CH:40][CH:39]=[CH:38][CH:37]=1, predict the reaction product. The product is: [F:8][C:6]1[CH:5]=[C:4]([S:9]([N:12]2[CH2:17][CH2:16][C:15]3[N:18]([C:35]([C:36]4[CH:41]=[CH:40][CH:39]=[CH:38][CH:37]=4)([C:48]4[CH:49]=[CH:50][CH:51]=[CH:52][CH:53]=4)[C:42]4[CH:43]=[CH:44][CH:45]=[CH:46][CH:47]=4)[N:19]=[C:20]([NH:21][C:22](=[O:27])[C:23]([F:24])([F:25])[F:26])[C:14]=3[CH2:13]2)(=[O:11])=[O:10])[CH:3]=[C:2]([F:1])[CH:7]=1. (2) Given the reactants [OH:1][C:2]1[CH:10]=[CH:9][C:5]([CH2:6][CH2:7][OH:8])=[CH:4][CH:3]=1.C([O-])([O-])=O.[K+].[K+].Cl[C:18]1[S:19][C:20]2[C:21]([N:26]=1)=[N:22][CH:23]=[CH:24][CH:25]=2.C([O-])([O-])=O.[Na+].[Na+], predict the reaction product. The product is: [S:19]1[C:20]2[C:21](=[N:22][CH:23]=[CH:24][CH:25]=2)[N:26]=[C:18]1[O:1][C:2]1[CH:10]=[CH:9][C:5]([CH2:6][CH2:7][OH:8])=[CH:4][CH:3]=1. (3) The product is: [Cl:28][C:29]1[CH:34]=[CH:33][C:32]([C:2]2[CH:27]=[CH:26][C:5]([CH2:6][O:7][C:8]3[CH:17]=[CH:16][CH:15]=[C:14]4[C:9]=3[CH:10]=[CH:11][C:12]([NH:18][S:19]([C:22]([F:24])([F:23])[F:25])(=[O:21])=[O:20])=[CH:13]4)=[CH:4][CH:3]=2)=[CH:31][CH:30]=1. Given the reactants Br[C:2]1[CH:27]=[CH:26][C:5]([CH2:6][O:7][C:8]2[CH:17]=[CH:16][CH:15]=[C:14]3[C:9]=2[CH:10]=[CH:11][C:12]([NH:18][S:19]([C:22]([F:25])([F:24])[F:23])(=[O:21])=[O:20])=[CH:13]3)=[CH:4][CH:3]=1.[Cl:28][C:29]1[CH:34]=[CH:33][C:32](B(O)O)=[CH:31][CH:30]=1, predict the reaction product.